Task: Predict the product of the given reaction.. Dataset: Forward reaction prediction with 1.9M reactions from USPTO patents (1976-2016) (1) Given the reactants [C:1]([C:3]1[CH:22]=[CH:21][C:6]([O:7][C:8]2[C:9]([CH2:19][CH3:20])=[N:10][N:11]([CH2:15][C:16]([OH:18])=O)[C:12]=2[CH2:13][CH3:14])=[CH:5][CH:4]=1)#[N:2].[C:23]([NH:26][NH2:27])(=[O:25])[CH3:24].Cl.CN(C)CCCN=C=NCC.O.ON1C2C=CC=CC=2N=N1.CN1CCOCC1, predict the reaction product. The product is: [C:23]([NH:26][NH:27][C:16](=[O:18])[CH2:15][N:11]1[C:12]([CH2:13][CH3:14])=[C:8]([O:7][C:6]2[CH:5]=[CH:4][C:3]([C:1]#[N:2])=[CH:22][CH:21]=2)[C:9]([CH2:19][CH3:20])=[N:10]1)(=[O:25])[CH3:24]. (2) Given the reactants [Cl:1][C:2]1[CH:3]=[C:4]([NH:23][C:24](=[O:29])[CH2:25][C:26](=O)[CH3:27])[CH:5]=[CH:6][C:7]=1[NH:8][C:9]([CH3:22])([CH3:21])[CH2:10][C:11]1[CH:20]=[CH:19][C:18]2[C:13](=[CH:14][CH:15]=[CH:16][CH:17]=2)[CH:12]=1.[NH3:30], predict the reaction product. The product is: [NH2:30]/[C:26](/[CH3:27])=[CH:25]\[C:24]([NH:23][C:4]1[CH:5]=[CH:6][C:7]([NH:8][C:9]([CH3:21])([CH3:22])[CH2:10][C:11]2[CH:20]=[CH:19][C:18]3[C:17](=[CH:16][CH:15]=[CH:14][CH:13]=3)[CH:12]=2)=[C:2]([Cl:1])[CH:3]=1)=[O:29]. (3) The product is: [Br:1][C:2]1[CH:14]=[CH:13][C:12]2[C:11]3[C:6](=[CH:7][C:8]([Br:15])=[CH:9][CH:10]=3)[C:5]([CH2:16][CH2:17][C:18]([OH:20])=[O:19])([CH2:22][CH2:23][C:24]([OH:26])=[O:25])[C:4]=2[CH:3]=1. Given the reactants [Br:1][C:2]1[CH:14]=[CH:13][C:12]2[C:11]3[C:6](=[CH:7][C:8]([Br:15])=[CH:9][CH:10]=3)[C:5]([CH2:22][CH2:23][C:24]([O:26]C)=[O:25])([CH2:16][CH2:17][C:18]([O:20]C)=[O:19])[C:4]=2[CH:3]=1.C1COCC1.CO.[OH-].[Na+], predict the reaction product. (4) The product is: [CH:8]([N:11]1[C:15]([C:16]2[S:17][C:18]3[CH2:19][CH2:20][O:21][C:22]4[CH:29]=[C:28]([CH:30]5[CH2:35][CH2:34][N:33]([CH2:43][C:44]([NH:46][CH3:47])=[O:45])[CH2:32][CH2:31]5)[CH:27]=[CH:26][C:23]=4[C:24]=3[N:25]=2)=[N:14][CH:13]=[N:12]1)([CH3:10])[CH3:9]. Given the reactants OC(C(F)(F)F)=O.[CH:8]([N:11]1[C:15]([C:16]2[S:17][C:18]3[CH2:19][CH2:20][O:21][C:22]4[CH:29]=[C:28]([CH:30]5[CH2:35][CH2:34][NH:33][CH2:32][CH2:31]5)[CH:27]=[CH:26][C:23]=4[C:24]=3[N:25]=2)=[N:14][CH:13]=[N:12]1)([CH3:10])[CH3:9].C(=O)([O-])[O-].[K+].[K+].Br[CH2:43][C:44]([NH:46][CH3:47])=[O:45], predict the reaction product. (5) The product is: [CH3:1][O:2][C:3]([C:5]1[S:6][C:7]([C:11]#[C:12][C:13]([CH3:16])([CH3:15])[CH3:14])=[CH:8][C:9]=1[NH:10][C:66]1[CH:67]=[CH:68][C:69]([O:70][C:71]2[CH:76]=[CH:75][CH:74]=[CH:73][N:72]=2)=[CH:77][CH:78]=1)=[O:4]. Given the reactants [CH3:1][O:2][C:3]([C:5]1[S:6][C:7]([C:11]#[C:12][C:13]([CH3:16])([CH3:15])[CH3:14])=[CH:8][C:9]=1[NH2:10])=[O:4].CC1(C)C2C(=C(P(C3C=CC=CC=3)C3C=CC=CC=3)C=CC=2)OC2C(P(C3C=CC=CC=3)C3C=CC=CC=3)=CC=CC1=2.C(=O)([O-])[O-].[Cs+].[Cs+].Br[C:66]1[CH:78]=[CH:77][C:69]([O:70][C:71]2[CH:76]=[CH:75][CH:74]=[CH:73][N:72]=2)=[CH:68][CH:67]=1, predict the reaction product. (6) Given the reactants C(Cl)(=O)C1C=CC=CC=1.[NH4+].[N:11]#[C:12][S-:13].[Br:14][C:15]1[CH:16]=[C:17]([CH:19]=[CH:20][CH:21]=1)[NH2:18], predict the reaction product. The product is: [Br:14][C:15]1[CH:16]=[C:17]([NH:18][C:12]([NH2:11])=[S:13])[CH:19]=[CH:20][CH:21]=1.